From a dataset of Reaction yield outcomes from USPTO patents with 853,638 reactions. Predict the reaction yield, written as a fraction of the theoretical maximum amount of product (1.0 means a 100% yield; for example, 0.34 means a 34% yield). (1) The reactants are [CH2:1]([C:4]1[CH:9]=[CH:8][C:7]([O:10][C:11](=[O:21])[CH2:12][CH:13]2[C:17](=[O:18])[O:16]C(C)(C)[O:14]2)=[C:6]([O:22][CH3:23])[CH:5]=1)[CH:2]=[CH2:3].Cl. The catalyst is C1COCC1. The product is [CH2:1]([C:4]1[CH:9]=[CH:8][C:7]([O:10][C:11](=[O:21])[CH2:12][CH:13]([OH:14])[C:17]([OH:18])=[O:16])=[C:6]([O:22][CH3:23])[CH:5]=1)[CH:2]=[CH2:3]. The yield is 0.930. (2) The reactants are [NH2:1][C:2]1[N:3]([C:13]2[CH:18]=[CH:17][CH:16]=[C:15]([C:19]([F:22])([F:21])[F:20])[CH:14]=2)[C:4]2[C:9]([C:10](=[O:12])[CH:11]=1)=[CH:8][CH:7]=[CH:6][N:5]=2.[CH3:23][C:24]1[CH:31]=[CH:30][C:27]([CH2:28]Br)=[CH:26][CH:25]=1. The catalyst is C1COCC1. The product is [CH3:23][C:24]1[CH:31]=[CH:30][C:27]([CH2:28][NH:1][C:2]2[N:3]([C:13]3[CH:18]=[CH:17][CH:16]=[C:15]([C:19]([F:22])([F:20])[F:21])[CH:14]=3)[C:4]3[C:9]([C:10](=[O:12])[CH:11]=2)=[CH:8][CH:7]=[CH:6][N:5]=3)=[CH:26][CH:25]=1. The yield is 0.0300. (3) The reactants are [Br:1][C:2]1[C:7](=[O:8])[N:6]([CH2:9][C:10]([O:12][CH2:13][CH3:14])=[O:11])[N:5]=[CH:4][C:3]=1[NH:15]CC1C=CC(OCC)=C(OC)C=1.Cl. The catalyst is C(O)C. The product is [Br:1][C:2]1[C:7](=[O:8])[N:6]([CH2:9][C:10]([O:12][CH2:13][CH3:14])=[O:11])[N:5]=[CH:4][C:3]=1[NH2:15]. The yield is 0.520. (4) The reactants are [C:1]([C:3]1[CH:4]=[C:5]([C:13]2[S:17][C:16]([N:18]3[CH:33]=[C:21]4[CH2:22][N:23](C(OC(C)(C)C)=O)[CH2:24][CH2:25][C:20]4=[N:19]3)=[N:15][N:14]=2)[CH:6]=[CH:7][C:8]=1[O:9][CH:10]([CH3:12])[CH3:11])#[N:2].[F:34][C:35]([F:40])([F:39])[C:36]([OH:38])=[O:37]. The catalyst is C(Cl)Cl. The product is [F:34][C:35]([F:40])([F:39])[C:36]([OH:38])=[O:37].[CH3:12][CH:10]([O:9][C:8]1[CH:7]=[CH:6][C:5]([C:13]2[S:17][C:16]([N:18]3[CH:33]=[C:21]4[CH2:22][NH:23][CH2:24][CH2:25][C:20]4=[N:19]3)=[N:15][N:14]=2)=[CH:4][C:3]=1[C:1]#[N:2])[CH3:11]. The yield is 0.900. (5) The reactants are Cl.[CH:2]1([C:5]2[C:6]([N:14]3[CH2:19][CH2:18][NH:17][CH2:16][CH2:15]3)=[C:7]3[CH:13]=[N:12][NH:11][C:8]3=[N:9][CH:10]=2)[CH2:4][CH2:3]1.[C:20](O[C:20]([O:22][C:23]([CH3:26])([CH3:25])[CH3:24])=[O:21])([O:22][C:23]([CH3:26])([CH3:25])[CH3:24])=[O:21].C(N(C(C)C)C(C)C)C.O.[OH-].[Li+]. The catalyst is C(Cl)Cl.C1COCC1.CO.O.CO. The product is [CH:2]1([C:5]2[C:6]([N:14]3[CH2:19][CH2:18][N:17]([C:20]([O:22][C:23]([CH3:26])([CH3:25])[CH3:24])=[O:21])[CH2:16][CH2:15]3)=[C:7]3[CH:13]=[N:12][NH:11][C:8]3=[N:9][CH:10]=2)[CH2:4][CH2:3]1. The yield is 0.590. (6) The reactants are [F:1][C:2]1[CH:17]=[C:16]([NH:18][C:19]([C:21]2([C:24](=[O:33])[NH:25][C:26]3[CH:31]=[CH:30][C:29]([F:32])=[CH:28][CH:27]=3)[CH2:23][CH2:22]2)=[O:20])[CH:15]=[CH:14][C:3]=1[O:4][C:5]1[CH:10]=[CH:9][N:8]=[C:7](C(N)=O)[CH:6]=1.O.FC(F)(F)C(OI(C1C=CC=CC=1)OC(=O)C(F)(F)F)=O.[N:56]1C=CC=CC=1. The catalyst is CN(C)C=O. The product is [NH2:56][C:7]1[CH:6]=[C:5]([O:4][C:3]2[CH:14]=[CH:15][C:16]([NH:18][C:19]([C:21]3([C:24]([NH:25][C:26]4[CH:31]=[CH:30][C:29]([F:32])=[CH:28][CH:27]=4)=[O:33])[CH2:23][CH2:22]3)=[O:20])=[CH:17][C:2]=2[F:1])[CH:10]=[CH:9][N:8]=1. The yield is 0.640.